From a dataset of Full USPTO retrosynthesis dataset with 1.9M reactions from patents (1976-2016). Predict the reactants needed to synthesize the given product. The reactants are: C(=O)([O-])[O-].[Na+].[Na+].[CH3:7][C:8]1[CH:13]=[CH:12][CH:11]=[CH:10][C:9]=1B(O)O.Br[C:18]1[S:19][CH:20]=[CH:21][CH:22]=1. Given the product [C:8]1([CH3:7])[CH:13]=[CH:12][CH:11]=[CH:10][C:9]=1[C:18]1[S:19][CH:20]=[CH:21][CH:22]=1, predict the reactants needed to synthesize it.